Dataset: Full USPTO retrosynthesis dataset with 1.9M reactions from patents (1976-2016). Task: Predict the reactants needed to synthesize the given product. (1) Given the product [CH3:15][Si:14]([C:12]#[C:13][C:2]1[CH:7]=[CH:6][C:5]([S:8]([NH2:11])(=[O:10])=[O:9])=[CH:4][CH:3]=1)([CH3:17])[CH3:16], predict the reactants needed to synthesize it. The reactants are: Br[C:2]1[CH:7]=[CH:6][C:5]([S:8]([NH2:11])(=[O:10])=[O:9])=[CH:4][CH:3]=1.[C:12]([Si:14]([CH3:17])([CH3:16])[CH3:15])#[CH:13].C(OCC)C. (2) The reactants are: [CH3:1][C:2]1[CH:7]=[CH:6][C:5]([CH2:8][C:9]#[N:10])=[CH:4][CH:3]=1.[NH:11]([C:13](=[S:15])[NH2:14])N.O. Given the product [CH3:1][C:2]1[CH:7]=[CH:6][C:5]([CH2:8][C:9]2[S:15][C:13]([NH2:14])=[N:11][N:10]=2)=[CH:4][CH:3]=1, predict the reactants needed to synthesize it. (3) Given the product [Br:5][C:6]1[CH:7]=[C:8]([C:18]([F:20])([F:21])[F:19])[C:9]([NH:12][C:13](=[O:17])[O:14][CH2:15][CH3:16])=[C:10]([N+:1]([O-:4])=[O:2])[CH:11]=1, predict the reactants needed to synthesize it. The reactants are: [N+:1]([O-:4])(O)=[O:2].[Br:5][C:6]1[CH:11]=[CH:10][C:9]([NH:12][C:13](=[O:17])[O:14][CH2:15][CH3:16])=[C:8]([C:18]([F:21])([F:20])[F:19])[CH:7]=1.C(O)(=O)C. (4) Given the product [CH2:9]([N:7]1[CH2:6][CH2:5][C:4]2([CH2:16][CH2:17][CH2:18][NH:19][CH:3]2[CH2:2][NH2:1])[CH2:8]1)[C:10]1[CH:11]=[CH:12][CH:13]=[CH:14][CH:15]=1, predict the reactants needed to synthesize it. The reactants are: [NH2:1][CH2:2][CH:3]1[N:19](C(OC(C)(C)C)=O)[CH2:18][CH2:17][CH2:16][C:4]21[CH2:8][N:7]([CH2:9][C:10]1[CH:15]=[CH:14][CH:13]=[CH:12][CH:11]=1)[CH2:6][CH2:5]2.FC(F)(F)C(O)=O.C(=O)([O-])O.[Na+]. (5) Given the product [O:55]=[C:53]([N:70]1[CH2:69][CH2:68][C:65]2([CH2:66][CH2:67][N:62]([C:59]3[CH:60]=[CH:61][N:56]=[CH:57][CH:58]=3)[CH2:63][CH2:64]2)[CH2:72][CH2:71]1)[CH2:52][N:50]1[C:51]2[C:47](=[CH:46][CH:45]=[CH:44][C:43]=2[CH2:42][NH:41][C:39](=[O:40])[O:38][C:34]([CH3:36])([CH3:37])[CH3:35])[CH:48]=[CH:49]1, predict the reactants needed to synthesize it. The reactants are: CN(C(ON1N=NC2C=CC=NC1=2)=[N+](C)C)C.F[P-](F)(F)(F)(F)F.CCN(C(C)C)C(C)C.[C:34]([O:38][C:39]([NH:41][CH2:42][C:43]1[CH:44]=[CH:45][CH:46]=[C:47]2[C:51]=1[N:50]([CH2:52][C:53]([OH:55])=O)[CH:49]=[CH:48]2)=[O:40])([CH3:37])([CH3:36])[CH3:35].[N:56]1[CH:61]=[CH:60][C:59]([N:62]2[CH2:67][CH2:66][C:65]3([CH2:72][CH2:71][NH:70][CH2:69][CH2:68]3)[CH2:64][CH2:63]2)=[CH:58][CH:57]=1.